This data is from Catalyst prediction with 721,799 reactions and 888 catalyst types from USPTO. The task is: Predict which catalyst facilitates the given reaction. (1) Reactant: [Cl:1][C:2]1[CH:3]=[C:4]([NH2:8])[CH:5]=[CH:6][CH:7]=1.[N:9]([O-])=O.[Na+].O.O.Cl[Sn]Cl. Product: [ClH:1].[Cl:1][C:2]1[CH:3]=[C:4]([NH:8][NH2:9])[CH:5]=[CH:6][CH:7]=1. The catalyst class is: 126. (2) Reactant: C([O:8][NH:9][C:10]([C:12]1[CH:33]=[CH:32][C:15]([CH2:16][NH:17][C:18]([C:20]2[C:30]3=[C:31]4[C:26](=[CH:27][CH:28]=[CH:29]3)[CH2:25][CH2:24][CH2:23][N:22]4[CH:21]=2)=[O:19])=[CH:14][CH:13]=1)=[O:11])C1C=CC=CC=1. Product: [OH:8][NH:9][C:10]([C:12]1[CH:13]=[CH:14][C:15]([CH2:16][NH:17][C:18]([C:20]2[C:30]3=[C:31]4[C:26](=[CH:27][CH:28]=[CH:29]3)[CH2:25][CH2:24][CH2:23][N:22]4[CH:21]=2)=[O:19])=[CH:32][CH:33]=1)=[O:11]. The catalyst class is: 19. (3) Reactant: [CH3:1][NH:2][CH2:3][C@@H:4]([NH:12][CH3:13])[CH2:5][C:6]1[CH:11]=[CH:10][CH:9]=[CH:8][CH:7]=1.[CH2:14]([O:16][C:17]([CH:19]1[CH2:23][CH2:22][S:21](=[O:25])(=[O:24])[N:20]1[CH2:26][C:27]1[CH:32]=[CH:31][CH:30]=[C:29](C=O)[CH:28]=1)=[O:18])[CH3:15].[C:35]([BH3-])#N.[Na+].C(O)(=O)C. Product: [CH2:14]([O:16][C:17]([CH:19]1[CH2:23][CH2:22][S:21](=[O:24])(=[O:25])[N:20]1[CH2:26][C:27]1[CH:28]=[CH:29][CH:30]=[C:31]([CH2:13][NH:12][C@H:4]([CH2:3][N:2]([CH3:35])[CH3:1])[CH2:5][C:6]2[CH:11]=[CH:10][CH:9]=[CH:8][CH:7]=2)[CH:32]=1)=[O:18])[CH3:15]. The catalyst class is: 125.